From a dataset of Reaction yield outcomes from USPTO patents with 853,638 reactions. Predict the reaction yield, written as a fraction of the theoretical maximum amount of product (1.0 means a 100% yield; for example, 0.34 means a 34% yield). (1) The reactants are [F:1][C:2]([CH3:28])([CH3:27])[CH2:3][N:4]1[CH2:9][CH2:8][CH:7]([CH2:10][O:11][C:12]2[CH:17]=[CH:16][C:15]([C:18]3[CH:23]=[CH:22][C:21]([C:24](O)=[O:25])=[CH:20][CH:19]=3)=[CH:14][CH:13]=2)[CH2:6][CH2:5]1.[NH4+].[Cl-].C(Cl)CCl.C1C=CC2N(O)N=[N:41]C=2C=1.CCN(C(C)C)C(C)C. The catalyst is CN(C=O)C. The product is [F:1][C:2]([CH3:28])([CH3:27])[CH2:3][N:4]1[CH2:9][CH2:8][CH:7]([CH2:10][O:11][C:12]2[CH:17]=[CH:16][C:15]([C:18]3[CH:23]=[CH:22][C:21]([C:24]([NH2:41])=[O:25])=[CH:20][CH:19]=3)=[CH:14][CH:13]=2)[CH2:6][CH2:5]1. The yield is 0.480. (2) The reactants are Br[C:2]1[CH:16]=[CH:15][C:5]([CH2:6][C:7]2[CH:12]=[CH:11][CH:10]=[CH:9][C:8]=2[O:13][CH3:14])=[CH:4][CH:3]=1.[Cl:17][C:18]1[CH:26]=[C:25]2[C:21]([CH2:22][C:23](=[O:27])[NH:24]2)=[CH:20][C:19]=1B1OC(C)(C)C(C)(C)O1.[O-]P([O-])([O-])=O.[K+].[K+].[K+]. The catalyst is O1CCOCC1.O.O.C1C=CC([P]([Pd]([P](C2C=CC=CC=2)(C2C=CC=CC=2)C2C=CC=CC=2)([P](C2C=CC=CC=2)(C2C=CC=CC=2)C2C=CC=CC=2)[P](C2C=CC=CC=2)(C2C=CC=CC=2)C2C=CC=CC=2)(C2C=CC=CC=2)C2C=CC=CC=2)=CC=1. The product is [Cl:17][C:18]1[CH:26]=[C:25]2[C:21]([CH2:22][C:23](=[O:27])[NH:24]2)=[CH:20][C:19]=1[C:2]1[CH:16]=[CH:15][C:5]([CH2:6][C:7]2[CH:12]=[CH:11][CH:10]=[CH:9][C:8]=2[O:13][CH3:14])=[CH:4][CH:3]=1. The yield is 0.760. (3) The reactants are [OH:1][CH2:2][C@@H:3]1[CH2:7][N:6]([C:8]([O:10][C:11]([CH3:14])([CH3:13])[CH3:12])=[O:9])[C@H:5]([C:15]([O:17][CH3:18])=[O:16])[CH2:4]1.[F:19][C:20]([F:28])(S(F)(=O)=O)C(O)=O. The catalyst is [Cu]I.C(#N)C. The product is [F:19][CH:20]([F:28])[O:1][CH2:2][C@@H:3]1[CH2:7][N:6]([C:8]([O:10][C:11]([CH3:13])([CH3:14])[CH3:12])=[O:9])[C@H:5]([C:15]([O:17][CH3:18])=[O:16])[CH2:4]1. The yield is 0.610. (4) The reactants are N(C(OC(C)C)=O)=NC(OC(C)C)=O.C1(P(C2C=CC=CC=2)C2C=CC=CC=2)C=CC=CC=1.[Cl:34][C:35]1[CH:46]=[CH:45][C:44]([CH2:47][OH:48])=[CH:43][C:36]=1[NH:37][NH:38][C:39](=[O:42])[O:40][CH3:41].[CH3:49][O:50]/[N:51]=[C:52](/[C:54]1[CH:59]=[CH:58][C:57](O)=[CH:56][CH:55]=1)\[CH3:53]. The catalyst is C1COCC1. The product is [Cl:34][C:35]1[CH:46]=[CH:45][C:44]([CH2:47][O:48][C:57]2[CH:58]=[CH:59][C:54](/[C:52](/[CH3:53])=[N:51]/[O:50][CH3:49])=[CH:55][CH:56]=2)=[CH:43][C:36]=1[NH:37][NH:38][C:39](=[O:42])[O:40][CH3:41]. The yield is 0.520. (5) The reactants are [O:1]1[CH2:6][CH2:5][CH:4]([O:7][C:8]2[C:9]3[N:17]=[C:16]([C:18]4[CH:19]=[C:20]([NH2:24])[CH:21]=[N:22][CH:23]=4)[CH:15]=[CH:14][C:10]=3[N:11]=[CH:12][N:13]=2)[CH2:3][CH2:2]1.[Cl:25][C:26]1[CH:31]=[C:30]([F:32])[CH:29]=[CH:28][C:27]=1[S:33](Cl)(=[O:35])=[O:34]. The catalyst is N1C=CC=CC=1.C(Cl)Cl. The product is [Cl:25][C:26]1[CH:31]=[C:30]([F:32])[CH:29]=[CH:28][C:27]=1[S:33]([NH:24][C:20]1[CH:21]=[N:22][CH:23]=[C:18]([C:16]2[CH:15]=[CH:14][C:10]3[N:11]=[CH:12][N:13]=[C:8]([O:7][CH:4]4[CH2:5][CH2:6][O:1][CH2:2][CH2:3]4)[C:9]=3[N:17]=2)[CH:19]=1)(=[O:35])=[O:34]. The yield is 0.630. (6) The reactants are [C:1]([O:5][C:6]([N:8]1[CH2:13][CH2:12][CH:11]([C:14]2[CH:15]=[CH:16][CH:17]=[C:18]3[C:22]=2[NH:21][CH:20]=[CH:19]3)[CH2:10][CH2:9]1)=[O:7])([CH3:4])([CH3:3])[CH3:2].[C:23](O[C:23]([O:25][C:26]([CH3:29])([CH3:28])[CH3:27])=[O:24])([O:25][C:26]([CH3:29])([CH3:28])[CH3:27])=[O:24]. The catalyst is C1COCC1.CN(C1C=CN=CC=1)C. The product is [C:26]([O:25][C:23]([N:21]1[C:22]2[C:18](=[CH:17][CH:16]=[CH:15][C:14]=2[CH:11]2[CH2:12][CH2:13][N:8]([C:6]([O:5][C:1]([CH3:4])([CH3:2])[CH3:3])=[O:7])[CH2:9][CH2:10]2)[CH:19]=[CH:20]1)=[O:24])([CH3:29])([CH3:28])[CH3:27]. The yield is 0.830. (7) The reactants are Br[C:2]1[C:3]([CH3:10])=[N:4][C:5]([F:9])=[CH:6][C:7]=1[CH3:8].[Li]C(C)(C)C.[C:16](=[O:18])=[O:17]. The catalyst is CCOCC. The product is [F:9][C:5]1[CH:6]=[C:7]([CH3:8])[C:2]([C:16]([OH:18])=[O:17])=[C:3]([CH3:10])[N:4]=1. The yield is 0.730. (8) The reactants are [CH2:1]([O:8][C:9]1[CH:10]=[CH:11][C:12]([O:16][CH3:17])=[C:13]([CH:15]=1)[NH2:14])[C:2]1[CH:7]=[CH:6][CH:5]=[CH:4][CH:3]=1.CCN(C(C)C)C(C)C.[C:27](OC(=O)C)(=[O:29])[CH3:28]. The catalyst is C(Cl)(Cl)Cl. The product is [CH2:1]([O:8][C:9]1[CH:10]=[CH:11][C:12]([O:16][CH3:17])=[C:13]([NH:14][C:27](=[O:29])[CH3:28])[CH:15]=1)[C:2]1[CH:3]=[CH:4][CH:5]=[CH:6][CH:7]=1. The yield is 0.990. (9) The product is [Br:1][C:2]1[C:3](=[O:28])[N:4]([CH2:19][C:20]2[CH:21]=[CH:22][C:23]([OH:26])=[CH:24][CH:25]=2)[C:5]([CH3:18])=[CH:6][C:7]=1[O:8][CH2:9][C:10]1[CH:15]=[CH:14][C:13]([F:16])=[CH:12][C:11]=1[F:17]. The reactants are [Br:1][C:2]1[C:3](=[O:28])[N:4]([CH2:19][C:20]2[CH:25]=[CH:24][C:23]([O:26]C)=[CH:22][CH:21]=2)[C:5]([CH3:18])=[CH:6][C:7]=1[O:8][CH2:9][C:10]1[CH:15]=[CH:14][C:13]([F:16])=[CH:12][C:11]=1[F:17].[N+]([O-])([O-])=O.[NH4+]. The yield is 0.590. The catalyst is C(#N)C.O.ClCCl. (10) The reactants are Br[C:2]1[CH:3]=[N:4][N:5]2[CH:10]=[CH:9][C:8]([C:11]([N:13]([CH2:21][CH3:22])[C:14]3[CH:19]=[CH:18][C:17]([F:20])=[CH:16][N:15]=3)=[O:12])=[CH:7][C:6]=12.[CH3:23][NH:24][C:25](=[O:41])[C:26]1[CH:31]=[CH:30][C:29](B2OC(C)(C)C(C)(C)O2)=[CH:28][N:27]=1.C([O-])([O-])=O.[K+].[K+]. The catalyst is O1CCOCC1.O. The product is [CH2:21]([N:13]([C:14]1[CH:19]=[CH:18][C:17]([F:20])=[CH:16][N:15]=1)[C:11]([C:8]1[CH:9]=[CH:10][N:5]2[N:4]=[CH:3][C:2]([C:29]3[CH:28]=[N:27][C:26]([C:25](=[O:41])[NH:24][CH3:23])=[CH:31][CH:30]=3)=[C:6]2[CH:7]=1)=[O:12])[CH3:22]. The yield is 0.520.